Task: Predict the reactants needed to synthesize the given product.. Dataset: Retrosynthesis with 50K atom-mapped reactions and 10 reaction types from USPTO (1) Given the product CC1(c2cc3ccc[n+]([O-])c3[nH]2)CC1, predict the reactants needed to synthesize it. The reactants are: CC1(c2cc3cccnc3[nH]2)CC1.O=S([O-])S(=O)(=O)[O-]. (2) Given the product COc1ccc(C2CC(C(F)(F)F)n3nc(-c4ccnc(C(=O)N[C@H]5CCCN(C(=O)OC(C)(C)C)C5)c4)cc3N2)cc1OC, predict the reactants needed to synthesize it. The reactants are: CC(C)(C)OC(=O)N1CCC[C@H](N)C1.COc1ccc(C2CC(C(F)(F)F)n3nc(-c4ccnc(C(=O)O)c4)cc3N2)cc1OC. (3) Given the product CCCN(CCC)CCNc1nc2cc(C(C)C)ccc2[n+]([O-])n1, predict the reactants needed to synthesize it. The reactants are: CC(C)c1ccc2c(c1)nc(Cl)n[n+]2[O-].CCCN(CCC)CCN. (4) Given the product CC(=O)O[C@@H]1CS[C@@H](Oc2cncc(-c3ccnc(Cl)c3)c2)[C@H](OC(C)=O)[C@H]1OC(C)=O, predict the reactants needed to synthesize it. The reactants are: CC(=O)O[C@@H]1CS[C@@H](Oc2cncc(Br)c2)[C@H](OC(C)=O)[C@H]1OC(C)=O.OB(O)c1ccnc(Cl)c1. (5) Given the product CSc1snc2c1c(=O)n(C)c(=O)n2C, predict the reactants needed to synthesize it. The reactants are: CSC(=S)c1c(N)n(C)c(=O)n(C)c1=O. (6) Given the product Cc1nc(S)cn1C, predict the reactants needed to synthesize it. The reactants are: Cc1nc(S(=O)(=O)Cl)cn1C. (7) Given the product COc1ccc(F)cc1-c1ccc(C=O)cc1, predict the reactants needed to synthesize it. The reactants are: COc1ccc(F)cc1B(O)O.O=Cc1ccc(Br)cc1. (8) Given the product CC1CCC(C(=O)Nc2cc(Cl)ccc2O)CN1C(=O)OC(C)(C)C, predict the reactants needed to synthesize it. The reactants are: CC1CCC(C(=O)O)CN1C(=O)OC(C)(C)C.Nc1cc(Cl)ccc1O. (9) The reactants are: CCOC(=O)CP(=O)(OCC)OCC.O=CCCCc1ccccc1. Given the product CCOC(=O)/C=C/CCCc1ccccc1, predict the reactants needed to synthesize it. (10) Given the product CC(=O)NC1CCCc2c(ccc(O)c2O)C1, predict the reactants needed to synthesize it. The reactants are: CC(=O)[O-].NC1CCCc2c(ccc(O)c2O)C1.